This data is from Full USPTO retrosynthesis dataset with 1.9M reactions from patents (1976-2016). The task is: Predict the reactants needed to synthesize the given product. Given the product [C:1]1([S:7]([C:10]([F:12])([F:11])[CH2:13][CH2:14][CH2:15][CH2:16][CH2:17][CH2:18][CH3:19])(=[O:9])=[O:8])[CH:2]=[CH:3][CH:4]=[CH:5][CH:6]=1, predict the reactants needed to synthesize it. The reactants are: [C:1]1([S:7]([CH:10]([F:12])[F:11])(=[O:9])=[O:8])[CH:6]=[CH:5][CH:4]=[CH:3][CH:2]=1.[CH2:13](I)[CH2:14][CH2:15][CH2:16][CH2:17][CH2:18][CH3:19].CC([O-])(C)C.[K+].